From a dataset of M1 muscarinic receptor agonist screen with 61,833 compounds. Binary Classification. Given a drug SMILES string, predict its activity (active/inactive) in a high-throughput screening assay against a specified biological target. (1) The compound is O1c2c(CNc3oc(nc3C#N)c3ccc(cc3)C)cccc2OC1. The result is 0 (inactive). (2) The compound is s1c(CN(Cc2n(nnn2)C(C)(C)C)Cc2cc3c([nH]c2=O)ccc(OCC)c3)ccc1. The result is 0 (inactive). (3) The drug is O1CCN(CC(O)COc2ccc(cc2)C(=O)CC)CC1. The result is 0 (inactive).